Dataset: NCI-60 drug combinations with 297,098 pairs across 59 cell lines. Task: Regression. Given two drug SMILES strings and cell line genomic features, predict the synergy score measuring deviation from expected non-interaction effect. (1) Drug 1: C(CC(=O)O)C(=O)CN.Cl. Drug 2: C1CN(P(=O)(OC1)NCCCl)CCCl. Cell line: NCI-H322M. Synergy scores: CSS=18.9, Synergy_ZIP=-4.37, Synergy_Bliss=-2.29, Synergy_Loewe=-9.28, Synergy_HSA=-1.69. (2) Cell line: OVCAR3. Drug 2: C1=NC(=NC(=O)N1C2C(C(C(O2)CO)O)O)N. Synergy scores: CSS=6.75, Synergy_ZIP=-9.68, Synergy_Bliss=-8.30, Synergy_Loewe=-11.8, Synergy_HSA=-7.64. Drug 1: C1=CC(=CC=C1CCCC(=O)O)N(CCCl)CCCl.